From a dataset of Reaction yield outcomes from USPTO patents with 853,638 reactions. Predict the reaction yield, written as a fraction of the theoretical maximum amount of product (1.0 means a 100% yield; for example, 0.34 means a 34% yield). (1) The reactants are [CH3:1][O:2][C:3]1[CH:4]=[C:5]([NH2:12])[CH:6]=[C:7]([N+:9]([O-:11])=[O:10])[CH:8]=1.C(N(CC)CC)C.[F:20][C:21]([F:34])([F:33])[S:22](O[S:22]([C:21]([F:34])([F:33])[F:20])(=[O:24])=[O:23])(=[O:24])=[O:23].[OH-].[Na+]. The catalyst is ClCCl.O.CO. The product is [F:20][C:21]([F:34])([F:33])[S:22]([NH:12][C:5]1[CH:6]=[C:7]([N+:9]([O-:11])=[O:10])[CH:8]=[C:3]([O:2][CH3:1])[CH:4]=1)(=[O:24])=[O:23]. The yield is 0.532. (2) The reactants are [CH2:1]([O:8][CH2:9][C@H:10]1[CH2:14][CH2:13][C@@H:12]([N:15]([CH3:26])[S:16]([C:19]2[CH:20]=[N:21][C:22](Cl)=[CH:23][CH:24]=2)(=[O:18])=[O:17])[CH2:11]1)[C:2]1[CH:7]=[CH:6][CH:5]=[CH:4][CH:3]=1.O.[NH2:28][NH2:29]. No catalyst specified. The product is [CH2:1]([O:8][CH2:9][C@H:10]1[CH2:14][CH2:13][C@@H:12]([N:15]([CH3:26])[S:16]([C:19]2[CH:20]=[N:21][C:22]([NH:28][NH2:29])=[CH:23][CH:24]=2)(=[O:18])=[O:17])[CH2:11]1)[C:2]1[CH:7]=[CH:6][CH:5]=[CH:4][CH:3]=1. The yield is 0.860. (3) The reactants are [F:1][C:2]1[CH:7]=[CH:6][C:5]([N:8]2[CH2:13][CH2:12][N:11]([S:14]([C:17]3[CH:18]=[C:19]([C:23]4[CH2:28][CH2:27][N:26]([C:29]([O:31][C:32]([CH3:35])([CH3:34])[CH3:33])=[O:30])[CH2:25][CH:24]=4)[CH:20]=[CH:21][CH:22]=3)(=[O:16])=[O:15])[C@H:10]([CH3:36])[CH2:9]2)=[C:4]([C:37]([F:40])([F:39])[F:38])[CH:3]=1. The catalyst is CO.[Pd]. The product is [F:1][C:2]1[CH:7]=[CH:6][C:5]([N:8]2[CH2:13][CH2:12][N:11]([S:14]([C:17]3[CH:18]=[C:19]([CH:23]4[CH2:28][CH2:27][N:26]([C:29]([O:31][C:32]([CH3:33])([CH3:34])[CH3:35])=[O:30])[CH2:25][CH2:24]4)[CH:20]=[CH:21][CH:22]=3)(=[O:15])=[O:16])[C@H:10]([CH3:36])[CH2:9]2)=[C:4]([C:37]([F:40])([F:38])[F:39])[CH:3]=1. The yield is 0.920. (4) The reactants are C([O:8][C:9]1[CH:18]=[CH:17][C:16]2[C:11](=[CH:12][CH:13]=[C:14]([O:19][CH3:20])[CH:15]=2)[C:10]=1[O:21][C:22]1[CH:37]=[CH:36][C:25]([O:26][CH2:27][CH2:28][N:29]2[CH2:35][CH2:34][CH2:33][CH2:32][CH2:31][CH2:30]2)=[CH:24][CH:23]=1)C1C=CC=CC=1.C([O-])=O.[NH4+]. The catalyst is C(OCC)(=O)C.CO.[Pd]. The product is [N:29]1([CH2:28][CH2:27][O:26][C:25]2[CH:24]=[CH:23][C:22]([O:21][C:10]3[C:11]4[C:16](=[CH:15][C:14]([O:19][CH3:20])=[CH:13][CH:12]=4)[CH:17]=[CH:18][C:9]=3[OH:8])=[CH:37][CH:36]=2)[CH2:35][CH2:34][CH2:33][CH2:32][CH2:31][CH2:30]1. The yield is 0.970.